This data is from Full USPTO retrosynthesis dataset with 1.9M reactions from patents (1976-2016). The task is: Predict the reactants needed to synthesize the given product. (1) Given the product [CH2:1]([O:11][C:18](=[O:19])[C:17]1[CH:16]=[CH:15][C:14]([N:13]([CH3:12])[CH3:23])=[CH:22][CH:21]=1)[CH2:2][CH2:3][CH2:4][CH2:5][CH2:6][CH2:7][CH2:8][CH2:9][CH3:10], predict the reactants needed to synthesize it. The reactants are: [CH2:1]([OH:11])[CH2:2][CH2:3][CH2:4][CH2:5][CH2:6][CH2:7][CH2:8][CH2:9][CH3:10].[CH3:12][N:13]([CH3:23])[C:14]1[CH:22]=[CH:21][C:17]([C:18](O)=[O:19])=[CH:16][CH:15]=1. (2) Given the product [CH2:1]([O:8][C@H:9]([C@H:23]([O:38][CH2:39][C:40]1[CH:41]=[CH:42][CH:43]=[CH:44][CH:45]=1)[CH2:24][CH2:25][CH2:26][CH2:27][CH2:28][CH2:29][CH2:30][CH2:31][CH2:32][CH2:33][CH2:34][CH2:35][CH2:36][CH3:37])[C@H:10]([NH:13][C:14](=[O:22])[CH2:15][CH2:16][CH2:17][CH2:18][CH2:19][CH2:20][CH3:21])[CH:11]=[O:12])[C:2]1[CH:3]=[CH:4][CH:5]=[CH:6][CH:7]=1, predict the reactants needed to synthesize it. The reactants are: [CH2:1]([O:8][C@H:9]([C@H:23]([O:38][CH2:39][C:40]1[CH:45]=[CH:44][CH:43]=[CH:42][CH:41]=1)[CH2:24][CH2:25][CH2:26][CH2:27][CH2:28][CH2:29][CH2:30][CH2:31][CH2:32][CH2:33][CH2:34][CH2:35][CH2:36][CH3:37])[C@@H:10]([NH:13][C:14](=[O:22])[CH2:15][CH2:16][CH2:17][CH2:18][CH2:19][CH2:20][CH3:21])[CH2:11][OH:12])[C:2]1[CH:7]=[CH:6][CH:5]=[CH:4][CH:3]=1.I(C1C=CC=CC=1C(O)=O)(=O)=O.